This data is from Forward reaction prediction with 1.9M reactions from USPTO patents (1976-2016). The task is: Predict the product of the given reaction. (1) Given the reactants C/C(/O[Si](C)(C)C)=N\[Si](C)(C)C.[F:13][C:14]1[NH:15][C:16]([NH2:23])=[C:17]2[C:21]([N:22]=1)=[N:20][CH:19]=[N:18]2.C(O[CH:28]1[CH2:33][CH2:32][CH2:31][CH2:30][O:29]1)(=O)C.FC(F)(F)S(O[Si](C)(C)C)(=O)=O, predict the reaction product. The product is: [F:13][C:14]1[N:22]=[C:21]2[C:17]([N:18]=[CH:19][N:20]2[CH:28]2[CH2:33][CH2:32][CH2:31][CH2:30][O:29]2)=[C:16]([NH2:23])[N:15]=1. (2) The product is: [CH:17]1([N:16]2[C:15]3[C:14]4[CH:13]=[CH:12][CH:11]=[C:10]([O:22][CH3:23])[C:9]=4[N:8]=[CH:7][C:6]=3[C:4](=[O:5])[N:33]([C:30]3[CH:31]=[CH:32][C:27]([O:26][CH:25]([F:24])[F:36])=[CH:28][CH:29]=3)[C:34]2=[O:35])[CH2:18][CH2:19][CH2:20][CH2:21]1. Given the reactants C(O[C:4]([C:6]1[CH:7]=[N:8][C:9]2[C:14]([C:15]=1[NH:16][CH:17]1[CH2:21][CH2:20][CH2:19][CH2:18]1)=[CH:13][CH:12]=[CH:11][C:10]=2[O:22][CH3:23])=[O:5])C.[F:24][CH:25]([F:36])[O:26][C:27]1[CH:32]=[CH:31][C:30]([N:33]=[C:34]=[O:35])=[CH:29][CH:28]=1, predict the reaction product. (3) Given the reactants [Br:1][C:2]1[CH:3]=[CH:4][C:5]([CH:8]=O)=[N:6][CH:7]=1.C1(P(=[CH:29][C:30]([O:32][CH2:33][CH3:34])=[O:31])(C2C=CC=CC=2)C2C=CC=CC=2)C=CC=CC=1, predict the reaction product. The product is: [CH2:33]([O:32][C:30](=[O:31])[CH:29]=[CH:8][C:5]1[CH:4]=[CH:3][C:2]([Br:1])=[CH:7][N:6]=1)[CH3:34]. (4) Given the reactants [O:1]=[C:2]1[N:6]([C:7]2[CH:12]=[CH:11][C:10]([N:13]3[CH2:18][CH2:17][O:16][CH2:15][C:14]3=[O:19])=[CH:9][CH:8]=2)[CH2:5][C@H:4]([CH2:20][N:21]2C(=O)C3C(=CC=CC=3)C2=O)[O:3]1.O.CN.[Cl-].[Na+], predict the reaction product. The product is: [NH2:21][CH2:20][C@@H:4]1[O:3][C:2](=[O:1])[N:6]([C:7]2[CH:12]=[CH:11][C:10]([N:13]3[CH2:18][CH2:17][O:16][CH2:15][C:14]3=[O:19])=[CH:9][CH:8]=2)[CH2:5]1. (5) Given the reactants C[Si](C)(C)[C:3]([F:6])([F:5])[F:4].[Si]([O:16][CH2:17][C:18]1[CH:23]=[C:22](I)[N:21]=[C:20]([Cl:25])[CH:19]=1)(C(C)(C)C)(C)C, predict the reaction product. The product is: [Cl:25][C:20]1[CH:19]=[C:18]([CH2:17][OH:16])[CH:23]=[C:22]([C:3]([F:6])([F:5])[F:4])[N:21]=1. (6) Given the reactants [CH3:1][C:2]1[C:6]([CH:7]([OH:9])[CH3:8])=[C:5]([CH3:10])[O:4][N:3]=1.C1C=C[NH+]=CC=1.[O-][Cr](Cl)(=O)=O.O, predict the reaction product. The product is: [CH3:1][C:2]1[C:6]([C:7](=[O:9])[CH3:8])=[C:5]([CH3:10])[O:4][N:3]=1.